Regression/Classification. Given a drug SMILES string, predict its absorption, distribution, metabolism, or excretion properties. Task type varies by dataset: regression for continuous measurements (e.g., permeability, clearance, half-life) or binary classification for categorical outcomes (e.g., BBB penetration, CYP inhibition). Dataset: cyp2c9_veith. From a dataset of CYP2C9 inhibition data for predicting drug metabolism from PubChem BioAssay. The compound is C[C@@H]1O[C@@H](O)[C@@H](O)[C@H](O)[C@H]1O. The result is 0 (non-inhibitor).